This data is from Catalyst prediction with 721,799 reactions and 888 catalyst types from USPTO. The task is: Predict which catalyst facilitates the given reaction. (1) Reactant: [CH3:1][NH:2][C:3]1[CH:10]=[CH:9][C:6]([C:7]#[N:8])=[CH:5][C:4]=1[N+:11]([O-])=O.[Cl-].[Cl-].[Ca+2].[CH3:17][CH2:18][OH:19].O. Product: [CH:18]([C:17]1[N:2]([CH3:1])[C:3]2[CH:10]=[CH:9][C:6]([C:7]#[N:8])=[CH:5][C:4]=2[N:11]=1)=[O:19]. The catalyst class is: 292. (2) Reactant: [NH2:1][CH2:2][C@H:3]1[O:7][N:6]=[C:5]([C:8]2[N:13]=[CH:12][C:11]([C:14]3[CH:19]=[CH:18][C:17]([N:20]4[CH2:24][C@H:23]([CH2:25][N:26]5[CH:30]=[CH:29][N:28]=[N:27]5)[O:22][C:21]4=[O:31])=[CH:16][C:15]=3[F:32])=[CH:10][CH:9]=2)[CH2:4]1.C(N(C(C)C)CC)(C)C.F[P-](F)(F)(F)(F)F.CN(C(=[N+](C)C)ON1C2=NC=CC=C2N=N1)C.[C:66]([O:70][C:71](=[O:85])[CH2:72][C@@H:73]([C:82](O)=[O:83])[NH:74][C:75]([O:77][C:78]([CH3:81])([CH3:80])[CH3:79])=[O:76])([CH3:69])([CH3:68])[CH3:67]. Product: [C:78]([O:77][C:75]([NH:74][C@H:73]([C:82](=[O:83])[NH:1][CH2:2][C@H:3]1[O:7][N:6]=[C:5]([C:8]2[CH:9]=[CH:10][C:11]([C:14]3[CH:19]=[CH:18][C:17]([N:20]4[CH2:24][C@H:23]([CH2:25][N:26]5[CH:30]=[CH:29][N:28]=[N:27]5)[O:22][C:21]4=[O:31])=[CH:16][C:15]=3[F:32])=[CH:12][N:13]=2)[CH2:4]1)[CH2:72][C:71]([O:70][C:66]([CH3:69])([CH3:68])[CH3:67])=[O:85])=[O:76])([CH3:80])([CH3:79])[CH3:81]. The catalyst class is: 3. (3) Reactant: [CH2:1]([O:8][C:9]([NH:11][CH2:12][CH2:13][CH2:14][CH2:15][C:16]1[CH:26]=[CH:25][C:19]([O:20][CH2:21][C:22]([OH:24])=O)=[CH:18][CH:17]=1)=[O:10])[C:2]1[CH:7]=[CH:6][CH:5]=[CH:4][CH:3]=1.[NH2:27][C:28]1[CH:33]=[CH:32][CH:31]=[CH:30][CH:29]=1.C(Cl)CCl. Product: [CH2:1]([O:8][C:9](=[O:10])[NH:11][CH2:12][CH2:13][CH2:14][CH2:15][C:16]1[CH:17]=[CH:18][C:19]([O:20][CH2:21][C:22](=[O:24])[NH:27][C:28]2[CH:33]=[CH:32][CH:31]=[CH:30][CH:29]=2)=[CH:25][CH:26]=1)[C:2]1[CH:3]=[CH:4][CH:5]=[CH:6][CH:7]=1. The catalyst class is: 79.